From a dataset of Reaction yield outcomes from USPTO patents with 853,638 reactions. Predict the reaction yield, written as a fraction of the theoretical maximum amount of product (1.0 means a 100% yield; for example, 0.34 means a 34% yield). (1) The reactants are [CH2:1]=[C:2]1[CH2:11][CH2:10][CH2:9][C:8]2[C:7]([OH:12])=[CH:6][CH:5]=[CH:4][C:3]1=2.[H][H]. The catalyst is CO.CCOC(C)=O.[Pd]. The product is [CH3:1][CH:2]1[CH2:11][CH2:10][CH2:9][C:8]2[C:7]([OH:12])=[CH:6][CH:5]=[CH:4][C:3]1=2. The yield is 0.360. (2) The reactants are [CH:1]([N:14]1[CH2:17][C:16]([CH2:19][CH3:20])([OH:18])[CH2:15]1)([C:8]1[CH:13]=[CH:12][CH:11]=[CH:10][CH:9]=1)[C:2]1[CH:7]=[CH:6][CH:5]=[CH:4][CH:3]=1.[CH3:21]I.[H-].[Na+]. The catalyst is CN(C=O)C. The product is [CH:1]([N:14]1[CH2:17][C:16]([CH2:19][CH3:20])([O:18][CH3:21])[CH2:15]1)([C:8]1[CH:13]=[CH:12][CH:11]=[CH:10][CH:9]=1)[C:2]1[CH:3]=[CH:4][CH:5]=[CH:6][CH:7]=1. The yield is 0.520.